From a dataset of Full USPTO retrosynthesis dataset with 1.9M reactions from patents (1976-2016). Predict the reactants needed to synthesize the given product. (1) Given the product [CH3:1][C@@:2]1([CH2:20][O:21][S:22]([C:25]2[CH:26]=[CH:27][C:28]([CH3:31])=[CH:29][CH:30]=2)(=[O:23])=[O:24])[O:7][C:6]2[C:8]([C:32]3[CH:37]=[CH:36][CH:35]=[CH:34][CH:33]=3)=[CH:9][CH:10]=[CH:11][C:5]=2[O:4][CH2:3]1, predict the reactants needed to synthesize it. The reactants are: [CH3:1][C@@:2]1([CH2:20][O:21][S:22]([C:25]2[CH:30]=[CH:29][C:28]([CH3:31])=[CH:27][CH:26]=2)(=[O:24])=[O:23])[O:7][C:6]2[C:8](OS(C(F)(F)F)(=O)=O)=[CH:9][CH:10]=[CH:11][C:5]=2[O:4][CH2:3]1.[C:32]1(B(O)O)[CH:37]=[CH:36][CH:35]=[CH:34][CH:33]=1. (2) Given the product [Cl:1][CH2:2][CH2:3][O:4][C:5]1[CH:13]=[CH:12][CH:11]=[C:10]2[C:6]=1[CH:7]=[CH:8][N:9]2[S:22]([C:16]1[CH:21]=[CH:20][CH:19]=[CH:18][CH:17]=1)(=[O:24])=[O:23], predict the reactants needed to synthesize it. The reactants are: [Cl:1][CH2:2][CH2:3][O:4][C:5]1[CH:13]=[CH:12][CH:11]=[C:10]2[C:6]=1[CH:7]=[CH:8][NH:9]2.[H-].[Na+].[C:16]1([S:22](Cl)(=[O:24])=[O:23])[CH:21]=[CH:20][CH:19]=[CH:18][CH:17]=1.C([O-])(O)=O.[Na+].